Dataset: Forward reaction prediction with 1.9M reactions from USPTO patents (1976-2016). Task: Predict the product of the given reaction. Given the reactants Cl[C:2]1[CH:11]=[CH:10][N:9]=[C:8]2[C:3]=1[C:4]1[CH:16]=[CH:15][CH:14]=[CH:13][C:5]=1[C:6](=[O:12])[NH:7]2.[F:17][C:18]1[CH:19]=[C:20]([CH:22]=[CH:23][CH:24]=1)[NH2:21], predict the reaction product. The product is: [F:17][C:18]1[CH:19]=[C:20]([NH:21][C:2]2[CH:11]=[CH:10][N:9]=[C:8]3[C:3]=2[C:4]2[CH:16]=[CH:15][CH:14]=[CH:13][C:5]=2[C:6](=[O:12])[NH:7]3)[CH:22]=[CH:23][CH:24]=1.